Dataset: Kir2.1 potassium channel HTS with 301,493 compounds. Task: Binary Classification. Given a drug SMILES string, predict its activity (active/inactive) in a high-throughput screening assay against a specified biological target. (1) The drug is N(CCCNc1nc(nc2c1cccc2)c1ccccc1)(CC)CC. The result is 0 (inactive). (2) The drug is O=C1N(C(C2C1C(CC=C2)C)c1cc2c(cc1)cccc2)Cc1ccccc1. The result is 0 (inactive).